The task is: Predict the product of the given reaction.. This data is from Forward reaction prediction with 1.9M reactions from USPTO patents (1976-2016). Given the reactants Br[C:2]1[CH:3]=[C:4]([C:9]([OH:11])=O)[CH:5]=[N:6][C:7]=1Cl.[N:12]1[CH:17]=[CH:16][CH:15]=[C:14]([CH2:18][OH:19])[CH:13]=1.[F:20][C:21]1[CH:26]=[CH:25][C:24](B(O)O)=[CH:23][CH:22]=1.[NH2:30][C@@H:31]1[CH2:36][CH2:35][CH2:34][CH2:33][C@H:32]1[OH:37], predict the reaction product. The product is: [F:20][C:21]1[CH:26]=[CH:25][C:24]([C:16]2[C:17]([O:11][CH2:9][C:4]3[CH:5]=[N:6][CH:7]=[CH:2][CH:3]=3)=[N:12][CH:13]=[C:14]([CH:15]=2)[C:18]([NH:30][C@@H:31]2[CH2:36][CH2:35][CH2:34][CH2:33][C@H:32]2[OH:37])=[O:19])=[CH:23][CH:22]=1.